Dataset: Forward reaction prediction with 1.9M reactions from USPTO patents (1976-2016). Task: Predict the product of the given reaction. Given the reactants Br[C:2]1[CH:7]=[CH:6][C:5]([C:8](=[O:10])[CH3:9])=[C:4]([O:11][CH3:12])[CH:3]=1.[CH3:13][C:14]1([CH3:30])[C:18]([CH3:20])([CH3:19])[O:17][B:16]([B:16]2[O:17][C:18]([CH3:20])([CH3:19])[C:14]([CH3:30])([CH3:13])[O:15]2)[O:15]1.C([O-])(=O)C.[K+], predict the reaction product. The product is: [CH3:12][O:11][C:4]1[CH:3]=[C:2]([B:16]2[O:17][C:18]([CH3:20])([CH3:19])[C:14]([CH3:30])([CH3:13])[O:15]2)[CH:7]=[CH:6][C:5]=1[C:8](=[O:10])[CH3:9].